Regression. Given a target protein amino acid sequence and a drug SMILES string, predict the binding affinity score between them. We predict pIC50 (pIC50 = -log10(IC50 in M); higher means more potent). Dataset: bindingdb_ic50. From a dataset of Drug-target binding data from BindingDB using IC50 measurements. (1) The drug is CCN(CC)CCOc1ccc2c(c1)C(=O)c1cc(OCCN(CC)CC)ccc1-2. The target protein (P9WNW0) has sequence MSGRISDRDIAAIREGARIEDVVGDYVQLRRAGADSLKGLCPFHNEKSPSFHVRPNHGHFHCFGCGEGGDVYAFIQKIEHVSFVEAVELLADRIGHTISYTGAATSVQRDRGSRSRLLAANAAAAAFYAQALQSDEAAPARQYLTERSFDAAAARKFGCGFAPSGWDSLTKHLQRKGFEFEELEAAGLSRQGRHGPMDRFHRRLLWPIRTSAGEVVGFGARRLFDDDAMEAKYVNTPETLLYKKSSVMFGIDLAKRDIAKGHQAVVVEGYTDVMAMHLAGVTTAVASCGTAFGGEHLAMLRRLMMDDSFFRGELIYVFDGDEAGRAAALKAFDGEQKLAGQSFVAVAPDGMDPCDLRLKCGDAALRDLVARRTPLFEFAIRAAIAEMDLDSAEGRVAALRRCVPMVGQIKDPTLRDEYARQLAGWVGWADVAQVIGRVRGEAKRTKHPRLGRLGSTTIARAAQRPTAGPPTELAVRPDPRDPTLWPQREALKSALQYPAL.... The pIC50 is 4.2. (2) The compound is C[n+]1ccn(CCCCCCCCCCCCCCCCCCCCn2cc[n+](C)c2)c1. The target protein (P08037) has sequence MKFREPLLGGSAAMPGASLQRACRLLVAVCALHLGVTLVYYLAGRDLRRLPQLVGVHPPLQGSSHGAAAIGQPSGELRLRGVAPPPPLQNSSKPRSRAPSNLDAYSHPGPGPGPGSNLTSAPVPSTTTRSLTACPEESPLLVGPMLIEFNIPVDLKLVEQQNPKVKLGGRYTPMDCISPHKVAIIIPFRNRQEHLKYWLYYLHPILQRQQLDYGIYVINQAGESMFNRAKLLNVGFKEALKDYDYNCFVFSDVDLIPMNDHNTYRCFSQPRHISVAMDKFGFSLPYVQYFGGVSALSKQQFLSINGFPNNYWGWGGEDDDIYNRLAFRGMSVSRPNAVIGKCRMIRHSRDKKNEPNPQRFDRIAHTKETMLSDGLNSLTYMVLEVQRYPLYTKITVDIGTPS. The pIC50 is 3.1. (3) The target protein (Q9QXM0) has sequence MNAMLETPELPAVFDGVKLAAVAAVLYVIVRCLNLKSPTAPPDLYFQDSGLSRFLLKSCPLLTKEYIPPLIWGKSGHIQTALYGKMGRVRSPHPYGHRKFITMSDGATSTFDLFEPLAEHCVGDDITMVICPGIANHSEKQYIRTFVDYAQKNGYRCAVLNHLGALPNIELTSPRMFTYGCTWEFGAMVNYIKRTYPQTQLVVVGFSLGGNIVCKYLGETQANQEKVLCCVSVCQGYSALRAQETFMQWDQCRRFYNFLMADNMKKIILSHRQALFGDHVKKPQSLEDTDLSRLYTATSLMQIDDNVMRKFHGYNSLKEYYEEESCMRYLHRIYVPLMLVNAADDPLVHESLLTIPKSLSEKRENVMFVLPLHGGHLGFFEGSVLFPEPLTWMDKLVVEYANAICQWERNKSQCSDTEQMEAELE. The pIC50 is 6.0. The compound is COc1cccc(CN2CCCC23CCN(C(=O)OC(C(F)(F)F)C(F)(F)F)CC3)c1.